This data is from Catalyst prediction with 721,799 reactions and 888 catalyst types from USPTO. The task is: Predict which catalyst facilitates the given reaction. (1) Product: [CH3:6][C:7]1[CH:14]=[CH:13][CH:12]=[CH:11][C:8]=1/[CH:9]=[N:4]/[OH:1]. The catalyst class is: 97. Reactant: [OH-:1].[Na+].Cl.[NH2:4]O.[CH3:6][C:7]1[CH:14]=[CH:13][CH:12]=[CH:11][C:8]=1[CH:9]=O. (2) Reactant: [C:1]([O:5][C:6]([N:8]1[CH2:12][C@H:11](OS(C2C=CC(C)=CC=2)(=O)=O)[C@@H:10]([N:24]=[N+:25]=[N-:26])[CH2:9]1)=[O:7])([CH3:4])([CH3:3])[CH3:2].[F-:27].C([N+](CCCC)(CCCC)CCCC)CCC. Product: [C:1]([O:5][C:6]([N:8]1[CH2:12][C@@H:11]([F:27])[C@@H:10]([N:24]=[N+:25]=[N-:26])[CH2:9]1)=[O:7])([CH3:4])([CH3:3])[CH3:2]. The catalyst class is: 1.